This data is from Full USPTO retrosynthesis dataset with 1.9M reactions from patents (1976-2016). The task is: Predict the reactants needed to synthesize the given product. (1) Given the product [Cl:1][C:2]1[CH:3]=[C:4]([O:10][C:23]2[C:22]([F:26])=[CH:21][C:13]([C:14]([O:16][C:17]([CH3:18])([CH3:19])[CH3:20])=[O:15])=[C:12]([F:11])[CH:24]=2)[CH:5]=[N:6][C:7]=1[O:8][CH3:9], predict the reactants needed to synthesize it. The reactants are: [Cl:1][C:2]1[CH:3]=[C:4]([OH:10])[CH:5]=[N:6][C:7]=1[O:8][CH3:9].[F:11][C:12]1[CH:24]=[C:23](F)[C:22]([F:26])=[CH:21][C:13]=1[C:14]([O:16][C:17]([CH3:20])([CH3:19])[CH3:18])=[O:15].C(=O)([O-])[O-].[K+].[K+]. (2) Given the product [CH2:18]([O:17][C:15](=[O:16])[CH2:14][O:1][C:2]1[CH:9]=[CH:8][C:5]([CH:6]=[O:7])=[CH:4][C:3]=1[N+:10]([O-:12])=[O:11])[CH3:19], predict the reactants needed to synthesize it. The reactants are: [OH:1][C:2]1[CH:9]=[CH:8][C:5]([CH:6]=[O:7])=[CH:4][C:3]=1[N+:10]([O-:12])=[O:11].Br[CH2:14][C:15]([O:17][CH2:18][CH3:19])=[O:16].C(=O)([O-])[O-].[K+].[K+]. (3) Given the product [F:22][C:19]1[CH:20]=[CH:21][C:16]([C:15]([C:8]2[S:7][C:6]([NH:5][C:3]([C:2]([NH:1][C:30]([C:27]3([CH3:26])[CH2:29][CH2:28]3)=[O:31])([CH3:25])[CH3:24])=[O:4])=[N:10][C:9]=2[C:11]([F:13])([F:14])[F:12])=[O:23])=[CH:17][CH:18]=1, predict the reactants needed to synthesize it. The reactants are: [NH2:1][C:2]([CH3:25])([CH3:24])[C:3]([NH:5][C:6]1[S:7][C:8]([C:15](=[O:23])[C:16]2[CH:21]=[CH:20][C:19]([F:22])=[CH:18][CH:17]=2)=[C:9]([C:11]([F:14])([F:13])[F:12])[N:10]=1)=[O:4].[CH3:26][C:27]1([C:30](O)=[O:31])[CH2:29][CH2:28]1.C(N(CC)CC)C.CN(C(ON1N=NC2C=CC=CC1=2)=[N+](C)C)C.F[P-](F)(F)(F)(F)F. (4) Given the product [CH3:29][N:30]1[CH:34]=[C:33]([C:35]2[S:36][C:37]([C:41]3[N:46]=[C:45]([C:47]4[N:48]=[CH:49][CH:50]=[CH:51][N:52]=4)[CH:44]=[CH:43][CH:42]=3)=[CH:38][N:39]=2)[CH:32]=[N:31]1, predict the reactants needed to synthesize it. The reactants are: C1(C)C=CC=CC=1P(C1C=CC=CC=1C)C1C=CC=CC=1C.C(=O)([O-])[O-].[K+].[K+].[CH3:29][N:30]1[CH:34]=[C:33]([C:35]2[S:36][CH:37]=[CH:38][N:39]=2)[CH:32]=[N:31]1.Br[C:41]1[N:46]=[C:45]([C:47]2[N:52]=[CH:51][CH:50]=[CH:49][N:48]=2)[CH:44]=[CH:43][CH:42]=1. (5) Given the product [C:12]([C:16]1[CH:17]=[CH:18][C:19]([OH:24])=[C:20]([C:21]2[NH:1][N:2]=[C:3]([C:5]3[C:10]([CH3:11])=[CH:9][CH:8]=[CH:7][N:6]=3)[N:4]=2)[CH:23]=1)([CH3:15])([CH3:14])[CH3:13], predict the reactants needed to synthesize it. The reactants are: [NH2:1][NH:2][C:3]([C:5]1[C:10]([CH3:11])=[CH:9][CH:8]=[CH:7][N:6]=1)=[NH:4].[C:12]([C:16]1[CH:17]=[CH:18][C:19]([OH:24])=[C:20]([CH:23]=1)[CH:21]=O)([CH3:15])([CH3:14])[CH3:13]. (6) Given the product [NH2:26][C:27]1[N:32]=[C:31]([C:33]2[CH:38]=[CH:37][C:36]([Cl:39])=[C:35]([O:40][CH3:41])[C:34]=2[F:42])[N:30]=[C:29]([C:43]([O:45][CH3:46])=[O:44])[C:28]=1/[CH:6]=[CH:5]/[Si:4]([O:3][CH2:1][CH3:2])([O:20][CH2:21][CH3:22])[O:23][CH2:24][CH3:25], predict the reactants needed to synthesize it. The reactants are: [CH2:1]([O:3][Si:4]([O:23][CH2:24][CH3:25])([O:20][CH2:21][CH3:22])/[CH:5]=[CH:6]/[Sn](CCCC)(CCCC)CCCC)[CH3:2].[NH2:26][C:27]1[N:32]=[C:31]([C:33]2[CH:38]=[CH:37][C:36]([Cl:39])=[C:35]([O:40][CH3:41])[C:34]=2[F:42])[N:30]=[C:29]([C:43]([O:45][CH3:46])=[O:44])[C:28]=1I. (7) Given the product [Cl:32][C:33]1[CH:38]=[C:37]([C:2]2[CH:3]=[C:4]3[C:9](=[CH:10][CH:11]=2)[N:8]=[CH:7][C:6]([C:12](=[O:16])[CH:13]([CH3:15])[CH3:14])=[C:5]3[NH:17][C@H:18]2[CH2:19][CH2:20][C@H:21]([NH:24][C:25](=[O:31])[O:26][C:27]([CH3:30])([CH3:28])[CH3:29])[CH2:22][CH2:23]2)[CH:36]=[C:35]([Cl:48])[C:34]=1[OH:49], predict the reactants needed to synthesize it. The reactants are: Br[C:2]1[CH:3]=[C:4]2[C:9](=[CH:10][CH:11]=1)[N:8]=[CH:7][C:6]([C:12](=[O:16])[CH:13]([CH3:15])[CH3:14])=[C:5]2[NH:17][C@H:18]1[CH2:23][CH2:22][C@H:21]([NH:24][C:25](=[O:31])[O:26][C:27]([CH3:30])([CH3:29])[CH3:28])[CH2:20][CH2:19]1.[Cl:32][C:33]1[CH:38]=[C:37](B2OC(C)(C)C(C)(C)O2)[CH:36]=[C:35]([Cl:48])[C:34]=1[OH:49]. (8) Given the product [CH2:1]([O:3][C:4]([C:6]1[C:7]([OH:23])=[C:8]2[C:15]([C:16]3[CH:21]=[CH:20][C:19]([F:22])=[CH:18][CH:17]=3)=[N:14][S:13][C:9]2=[C:10]([C:24]2[CH:29]=[CH:28][CH:27]=[CH:26][CH:25]=2)[N:11]=1)=[O:5])[CH3:2], predict the reactants needed to synthesize it. The reactants are: [CH2:1]([O:3][C:4]([C:6]1[C:7]([OH:23])=[C:8]2[C:15]([C:16]3[CH:21]=[CH:20][C:19]([F:22])=[CH:18][CH:17]=3)=[N:14][S:13][C:9]2=[C:10](Br)[N:11]=1)=[O:5])[CH3:2].[C:24]1(B(O)O)[CH:29]=[CH:28][CH:27]=[CH:26][CH:25]=1. (9) Given the product [F:1][C:2]1[N:7]=[CH:6][C:5]([C:12]2[CH:17]=[CH:16][CH:15]=[CH:14][C:13]=2[C:18]([N:20]2[C@H:21]3[CH2:27][C@H:24]([CH2:23][C@H:22]3[O:28][C:29]3[CH:34]=[CH:33][C:32]([C:35]([F:38])([F:36])[F:37])=[CH:31][N:30]=3)[C@H:25]2[CH3:26])=[O:19])=[CH:4][CH:3]=1, predict the reactants needed to synthesize it. The reactants are: [F:1][C:2]1[N:7]=[CH:6][C:5](B(O)O)=[CH:4][CH:3]=1.I[C:12]1[CH:17]=[CH:16][CH:15]=[CH:14][C:13]=1[C:18]([N:20]1[C@H:25]([CH3:26])[C@@H:24]2[CH2:27][C@H:21]1[C@H:22]([O:28][C:29]1[CH:34]=[CH:33][C:32]([C:35]([F:38])([F:37])[F:36])=[CH:31][N:30]=1)[CH2:23]2)=[O:19]. (10) The reactants are: [CH2:1]([C@H:8]([NH:26][C:27]([C:29]1[N:33]2[CH2:34][CH2:35][N:36]([CH:39]([CH2:43][CH2:44][CH3:45])[CH2:40][CH2:41][CH3:42])[C:37](=[O:38])[C:32]2=[CH:31][CH:30]=1)=[O:28])[C@H:9]([OH:25])[CH2:10][NH:11][C:12]1([C:15]2[CH:20]=[CH:19][CH:18]=[C:17]([C:21]([F:24])([F:23])[F:22])[CH:16]=2)[CH2:14][CH2:13]1)[C:2]1[CH:7]=[CH:6][CH:5]=[CH:4][CH:3]=1.[ClH:46]. Given the product [ClH:46].[CH2:1]([C@H:8]([NH:26][C:27]([C:29]1[N:33]2[CH2:34][CH2:35][N:36]([CH:39]([CH2:43][CH2:44][CH3:45])[CH2:40][CH2:41][CH3:42])[C:37](=[O:38])[C:32]2=[CH:31][CH:30]=1)=[O:28])[C@H:9]([OH:25])[CH2:10][NH:11][C:12]1([C:15]2[CH:20]=[CH:19][CH:18]=[C:17]([C:21]([F:22])([F:23])[F:24])[CH:16]=2)[CH2:14][CH2:13]1)[C:2]1[CH:7]=[CH:6][CH:5]=[CH:4][CH:3]=1, predict the reactants needed to synthesize it.